This data is from Full USPTO retrosynthesis dataset with 1.9M reactions from patents (1976-2016). The task is: Predict the reactants needed to synthesize the given product. (1) Given the product [CH:17]1([N:9]2[C:8]3[C:3]([C:4]([O:6][CH3:7])=[O:5])=[CH:2][NH:1][C:13](=[O:14])[C:12]=3[CH:11]=[CH:10]2)[CH2:21][CH2:20][CH2:19][CH2:18]1, predict the reactants needed to synthesize it. The reactants are: [NH2:1][CH:2]=[C:3]([C:8]1[N:9]([CH:17]2[CH2:21][CH2:20][CH2:19][CH2:18]2)[CH:10]=[CH:11][C:12]=1[C:13](OC)=[O:14])[C:4]([O:6][CH3:7])=[O:5].CC(C)([O-])C.[Na+].O. (2) Given the product [C:25]([C:27]1[C:28](=[C:35]([C:36]#[N:37])[C:38]#[N:39])[O:29][C:30]([CH3:33])([CH3:34])[C:31]=1[CH:32]=[CH:23][C:21]1[S:22][C:18]([CH:17]=[CH:16][C:4]2[CH:5]=[C:6]3[C:15]4[N:10]([CH2:9][CH2:8][CH2:7]3)[CH2:11][CH2:12][CH2:13][C:14]=4[C:3]=2[O:2][CH3:1])=[CH:19][CH:20]=1)#[N:26], predict the reactants needed to synthesize it. The reactants are: [CH3:1][O:2][C:3]1[C:14]2=[C:15]3[N:10]([CH2:11][CH2:12][CH2:13]2)[CH2:9][CH2:8][CH2:7][C:6]3=[CH:5][C:4]=1[CH:16]=[CH:17][C:18]1[S:22][C:21]([CH:23]=O)=[CH:20][CH:19]=1.[C:25]([C:27]1[C:28](=[C:35]([C:38]#[N:39])[C:36]#[N:37])[O:29][C:30]([CH3:34])([CH3:33])[C:31]=1[CH3:32])#[N:26].C([O-])(=O)C.[NH4+]. (3) Given the product [CH3:1][O:2][C:3]1[CH:4]=[C:5]([C:11]2[O:16][C:15](=[S:31])[C:14]3[C:18]([CH3:21])=[CH:19][O:20][C:13]=3[CH:12]=2)[CH:6]=[C:7]([O:9][CH3:10])[CH:8]=1, predict the reactants needed to synthesize it. The reactants are: [CH3:1][O:2][C:3]1[CH:4]=[C:5]([C:11]2[O:16][C:15](=O)[C:14]3[C:18]([CH3:21])=[CH:19][O:20][C:13]=3[CH:12]=2)[CH:6]=[C:7]([O:9][CH3:10])[CH:8]=1.COC1C=CC(P2(SP(C3C=CC(OC)=CC=3)(=S)S2)=[S:31])=CC=1.